This data is from Catalyst prediction with 721,799 reactions and 888 catalyst types from USPTO. The task is: Predict which catalyst facilitates the given reaction. (1) Reactant: C(OC([N:8]1[CH2:17][CH2:16][C:15]2[C:10](=[CH:11][CH:12]=[CH:13][C:14]=2[CH2:18][NH:19][C:20]([N:22]([CH2:34][CH2:35][N:36]([CH3:38])[CH3:37])[CH2:23][C:24]2[CH:29]=[CH:28][CH:27]=[CH:26][C:25]=2[C:30]([F:33])([F:32])[F:31])=[O:21])[CH2:9]1)=O)(C)(C)C.C(O)(C(F)(F)F)=O.O.C([O-])(O)=O.[Na+]. Product: [CH3:37][N:36]([CH3:38])[CH2:35][CH2:34][N:22]([CH2:23][C:24]1[CH:29]=[CH:28][CH:27]=[CH:26][C:25]=1[C:30]([F:33])([F:31])[F:32])[C:20]([NH:19][CH2:18][C:14]1[CH:13]=[CH:12][CH:11]=[C:10]2[C:15]=1[CH2:16][CH2:17][NH:8][CH2:9]2)=[O:21]. The catalyst class is: 2. (2) Reactant: [N+]([O-])(O)=O.[CH3:5][N:6]1[C:14]2[N:13]=[CH:12][NH:11][C:10]=2[C:9](=[O:15])[NH:8][C:7]1=[O:16].[ClH:17]. Product: [Cl:17][C:12]1[NH:11][C:10]2[C:9](=[O:15])[NH:8][C:7](=[O:16])[N:6]([CH3:5])[C:14]=2[N:13]=1. The catalyst class is: 15. (3) Reactant: [OH:1][C:2]1[CH:9]=[CH:8][C:5]([CH:6]=O)=[CH:4][CH:3]=1.[C:10]([O:17][CH3:18])(=[O:16])[CH2:11][C:12]([O:14][CH3:15])=[O:13].N1CCCCC1. Product: [OH:1][C:2]1[CH:9]=[CH:8][C:5]([CH:6]=[C:11]([C:10]([O:17][CH3:18])=[O:16])[C:12]([O:14][CH3:15])=[O:13])=[CH:4][CH:3]=1. The catalyst class is: 48. (4) Product: [Br:1][C:2]1[C:9]([O:10][CH2:12][CH2:13][CH2:14][O:15][CH:16]2[CH2:21][CH2:20][CH2:19][CH2:18][O:17]2)=[CH:8][CH:7]=[CH:6][C:3]=1[CH:4]=[O:5]. Reactant: [Br:1][C:2]1[C:9]([OH:10])=[CH:8][CH:7]=[CH:6][C:3]=1[CH:4]=[O:5].Br[CH2:12][CH2:13][CH2:14][O:15][CH:16]1[CH2:21][CH2:20][CH2:19][CH2:18][O:17]1.[H-].[Na+]. The catalyst class is: 3. (5) Reactant: [Br:1][C:2]1[N:3]=[C:4]([N:21]2[CH2:26][CH2:25][CH2:24][CH:23]([C:27]([O:29][CH3:30])=[O:28])[CH2:22]2)[N:5]2[CH:10]=[CH:9][N:8]=[C:7]([NH:11]CC3C=CC(OC)=CC=3)[C:6]=12. Product: [NH2:11][C:7]1[C:6]2[N:5]([C:4]([N:21]3[CH2:26][CH2:25][CH2:24][CH:23]([C:27]([O:29][CH3:30])=[O:28])[CH2:22]3)=[N:3][C:2]=2[Br:1])[CH:10]=[CH:9][N:8]=1. The catalyst class is: 67. (6) Reactant: [CH:1]12[N:8]([C:9]3[CH:16]=[CH:15][C:12]([C:13]#[N:14])=[CH:11][C:10]=3[C:17]([F:20])([F:19])[F:18])[CH:5]([CH2:6][CH2:7]1)[CH2:4][CH2:3][CH2:2]2.[H-].[H-].[H-].[H-].[Li+].[Al+3]. Product: [CH:5]12[N:8]([C:9]3[CH:16]=[CH:15][C:12]([CH2:13][NH2:14])=[CH:11][C:10]=3[C:17]([F:20])([F:18])[F:19])[CH:1]([CH2:7][CH2:6]1)[CH2:2][CH2:3][CH2:4]2. The catalyst class is: 1. (7) Reactant: [Cl:1][C:2]1[CH:35]=[CH:34][C:5]([CH2:6][NH:7][C:8]([C:10]2[S:11](=[O:33])(=[O:32])[N:12]([CH3:31])[C:13]3[CH:20]=[CH:19][C:18]([C:21]#[C:22][CH2:23][O:24]C4CCCCO4)=[CH:17][C:14]=3[C:15]=2[OH:16])=[O:9])=[CH:4][CH:3]=1.CC1C=CC(S(O)(=O)=O)=CC=1.O. Product: [Cl:1][C:2]1[CH:3]=[CH:4][C:5]([CH2:6][NH:7][C:8]([C:10]2[S:11](=[O:33])(=[O:32])[N:12]([CH3:31])[C:13]3[CH:20]=[CH:19][C:18]([C:21]#[C:22][CH2:23][OH:24])=[CH:17][C:14]=3[C:15]=2[OH:16])=[O:9])=[CH:34][CH:35]=1. The catalyst class is: 5. (8) Reactant: [CH2:1]([O:3][C:4](=[O:25])[CH2:5][C:6]1[C:7]([CH3:24])=[C:8]([S:16][C:17]2[CH:22]=[CH:21][C:20](Br)=[CH:19][CH:18]=2)[N:9]2[C:14]=1[CH:13]=[CH:12][C:11]([F:15])=[CH:10]2)[CH3:2].[N:26]1[CH:31]=[C:30](B(O)O)[CH:29]=[N:28][CH:27]=1.C(=O)([O-])[O-].[Cs+].[Cs+]. Product: [CH2:1]([O:3][C:4](=[O:25])[CH2:5][C:6]1[C:7]([CH3:24])=[C:8]([S:16][C:17]2[CH:22]=[CH:21][C:20]([C:30]3[CH:31]=[N:26][CH:27]=[N:28][CH:29]=3)=[CH:19][CH:18]=2)[N:9]2[C:14]=1[CH:13]=[CH:12][C:11]([F:15])=[CH:10]2)[CH3:2]. The catalyst class is: 9.